From a dataset of Full USPTO retrosynthesis dataset with 1.9M reactions from patents (1976-2016). Predict the reactants needed to synthesize the given product. (1) Given the product [Cl:14][C:15]1[S:19][C:18]([O:20][CH2:21][C:22]([N:4]2[CH2:5][CH2:6][NH:7][C:2](=[O:1])[CH:3]2[CH2:8][C:9]([O:11][CH2:12][CH3:13])=[O:10])=[O:23])=[CH:17][CH:16]=1, predict the reactants needed to synthesize it. The reactants are: [O:1]=[C:2]1[NH:7][CH2:6][CH2:5][NH:4][CH:3]1[CH2:8][C:9]([O:11][CH2:12][CH3:13])=[O:10].[Cl:14][C:15]1[S:19][C:18]([O:20][CH2:21][C:22](O)=[O:23])=[CH:17][CH:16]=1.CCN(C(C)C)C(C)C.F[P-](F)(F)(F)(F)F.N1(O[P+](N(C)C)(N(C)C)N(C)C)C2C=CC=CC=2N=N1. (2) Given the product [NH2:7][C:8]1[C:16]([N+:17]([O-:19])=[O:18])=[CH:15][CH:14]=[CH:13][C:9]=1[C:10]([NH2:6])=[O:11], predict the reactants needed to synthesize it. The reactants are: S(Cl)(Cl)=O.[OH-].[NH4+:6].[NH2:7][C:8]1[C:16]([N+:17]([O-:19])=[O:18])=[CH:15][CH:14]=[CH:13][C:9]=1[C:10](O)=[O:11]. (3) Given the product [CH3:7][O:8][C:9](=[O:25])[CH2:10][N:11]1[C:15]([CH2:16][OH:17])=[CH:14][N:13]=[CH:12]1, predict the reactants needed to synthesize it. The reactants are: Cl.CCOCC.[CH3:7][O:8][C:9](=[O:25])[CH2:10][N:11]1[C:15]([C:16](C)(C)[O:17][SiH2]C(C)(C)C)=[CH:14][N:13]=[CH:12]1.